From a dataset of Full USPTO retrosynthesis dataset with 1.9M reactions from patents (1976-2016). Predict the reactants needed to synthesize the given product. (1) The reactants are: [CH3:1][O:2][CH2:3][O:4][C:5]1[CH:10]=[CH:9][C:8](/[CH:11]=[CH:12]/[C:13]([NH:15][CH2:16][CH2:17][CH2:18][CH2:19][CH2:20][CH2:21][CH2:22][CH2:23][CH3:24])=[O:14])=[CH:7][CH:6]=1.[N-:25]=[N+:26]=[N-:27].[Na+].[N+]([O-])([O-])=O.[Ce+4].[NH4+].[NH4+].[N+]([O-])([O-])=O.[N+]([O-])([O-])=O.[N+]([O-])([O-])=O.[N+]([O-])([O-])=O.[N+]([O-])([O-])=O.[H-].[Na+]. Given the product [N:25](/[C:12](=[CH:11]\[C:8]1[CH:9]=[CH:10][C:5]([O:4][CH2:3][O:2][CH3:1])=[CH:6][CH:7]=1)/[C:13]([NH:15][CH2:16][CH2:17][CH2:18][CH2:19][CH2:20][CH2:21][CH2:22][CH2:23][CH3:24])=[O:14])=[N+:26]=[N-:27], predict the reactants needed to synthesize it. (2) The reactants are: [CH2:1]([N:8]1[C:16]2[C:11](=[C:12]([NH:17][C:18]3[CH:27]=[CH:26][C:25]([Cl:28])=[CH:24][C:19]=3[C:20]([O:22]C)=[O:21])[CH:13]=[CH:14][CH:15]=2)[CH:10]=[CH:9]1)[C:2]1[CH:7]=[CH:6][CH:5]=[CH:4][CH:3]=1.[OH-].[Na+].O.Cl. Given the product [CH2:1]([N:8]1[C:16]2[C:11](=[C:12]([NH:17][C:18]3[CH:27]=[CH:26][C:25]([Cl:28])=[CH:24][C:19]=3[C:20]([OH:22])=[O:21])[CH:13]=[CH:14][CH:15]=2)[CH:10]=[CH:9]1)[C:2]1[CH:3]=[CH:4][CH:5]=[CH:6][CH:7]=1, predict the reactants needed to synthesize it.